Dataset: Peptide-MHC class II binding affinity with 134,281 pairs from IEDB. Task: Regression. Given a peptide amino acid sequence and an MHC pseudo amino acid sequence, predict their binding affinity value. This is MHC class II binding data. (1) The peptide sequence is KYDAYVATLSEALRI. The MHC is DRB1_0301 with pseudo-sequence DRB1_0301. The binding affinity (normalized) is 0.219. (2) The peptide sequence is YDKFLANVSTVLTGN. The MHC is DRB1_1101 with pseudo-sequence DRB1_1101. The binding affinity (normalized) is 0.346. (3) The peptide sequence is KFTYLINYIQDEINT. The MHC is DRB1_0901 with pseudo-sequence DRB1_0901. The binding affinity (normalized) is 0.431. (4) The peptide sequence is SFFEEVPNIIHEAIN. The MHC is H-2-IAb with pseudo-sequence H-2-IAb. The binding affinity (normalized) is 0.639. (5) The peptide sequence is MGRDIKVQFQSGGAN. The MHC is DRB3_0202 with pseudo-sequence DRB3_0202. The binding affinity (normalized) is 0.0552. (6) The peptide sequence is GELQIVIKIDAAFKI. The binding affinity (normalized) is 0.432. The MHC is DRB1_0802 with pseudo-sequence DRB1_0802. (7) The peptide sequence is PEDPEDSALLED. The MHC is DRB1_1101 with pseudo-sequence DRB1_1101. The binding affinity (normalized) is 0. (8) The peptide sequence is WMIHTLEALDYKECE. The MHC is HLA-DQA10501-DQB10302 with pseudo-sequence HLA-DQA10501-DQB10302. The binding affinity (normalized) is 0.585.